This data is from Full USPTO retrosynthesis dataset with 1.9M reactions from patents (1976-2016). The task is: Predict the reactants needed to synthesize the given product. (1) Given the product [F:11][C:7]1[CH:6]=[C:5]([CH:3]([OH:4])[CH:2]([NH:1][C:37]([C:26]2[CH:27]=[CH:28][CH:29]=[C:30]3[CH2:36][CH2:35][CH2:34][CH:33]=[CH:32][C:31]=23)=[O:38])[CH2:12][C:13]2[CH:18]=[CH:17][CH:16]=[C:15]([O:19][C:20]([F:24])([F:25])[CH:21]([F:22])[F:23])[CH:14]=2)[CH:10]=[CH:9][N:8]=1, predict the reactants needed to synthesize it. The reactants are: [NH2:1][CH:2]([CH2:12][C:13]1[CH:18]=[CH:17][CH:16]=[C:15]([O:19][C:20]([F:25])([F:24])[CH:21]([F:23])[F:22])[CH:14]=1)[CH:3]([C:5]1[CH:10]=[CH:9][N:8]=[C:7]([F:11])[CH:6]=1)[OH:4].[C:26]1([C:37](O)=[O:38])[CH:27]=[CH:28][CH:29]=[C:30]2[CH2:36][CH2:35][CH2:34][CH:33]=[CH:32][C:31]=12.Cl.C(N=C=NCCCN(C)C)C.ON1C2C=CC=CC=2N=N1. (2) Given the product [OH:8][N:9]1[C:15](=[O:16])[N:14]2[CH2:17][C@H:10]1[CH2:11][CH2:12][C@H:13]2[C:18]1[O:19][C:20]([CH3:23])=[N:21][N:22]=1, predict the reactants needed to synthesize it. The reactants are: C([O:8][N:9]1[C:15](=[O:16])[N:14]2[CH2:17][C@H:10]1[CH2:11][CH2:12][C@H:13]2[C:18]1[O:19][C:20]([CH3:23])=[N:21][N:22]=1)C1C=CC=CC=1. (3) Given the product [CH2:19]([NH:26][C:2]1[CH:3]=[N:4][N:5]2[CH:10]=[C:9]([C:11]3[CH:12]=[N:13][N:14]([CH3:16])[CH:15]=3)[CH:8]=[C:7]([O:17][CH3:18])[C:6]=12)[C:20]1[CH:25]=[CH:24][CH:23]=[CH:22][CH:21]=1, predict the reactants needed to synthesize it. The reactants are: Br[C:2]1[CH:3]=[N:4][N:5]2[CH:10]=[C:9]([C:11]3[CH:12]=[N:13][N:14]([CH3:16])[CH:15]=3)[CH:8]=[C:7]([O:17][CH3:18])[C:6]=12.[CH2:19]([NH2:26])[C:20]1[CH:25]=[CH:24][CH:23]=[CH:22][CH:21]=1.CC(C1C=C(C(C)C)C(C2C(P(C(C)(C)C)C(C)(C)C)=CC=CC=2)=C(C(C)C)C=1)C. (4) Given the product [CH2:10]([NH:16][C:2]1[CH:7]=[C:6]([CH:5]=[CH:4][N:3]=1)[C:8]#[N:9])[CH2:11][CH2:12][CH2:13][CH2:14][CH3:15], predict the reactants needed to synthesize it. The reactants are: Cl[C:2]1[CH:7]=[C:6]([C:8]#[N:9])[CH:5]=[CH:4][N:3]=1.[CH2:10]([NH2:16])[CH2:11][CH2:12][CH2:13][CH2:14][CH3:15].O. (5) Given the product [CH:28]([O:27][CH:17]([CH3:16])[CH3:12])([CH3:29])[CH3:22].[C:1]([N:4]1[CH2:9][CH2:8][CH:7]([N:10]([CH3:24])[C:11](=[O:19])[C:12]2[CH:13]=[CH:14][C:15]([F:18])=[CH:16][CH:17]=2)[CH2:6][CH2:5]1)(=[O:3])[CH3:2], predict the reactants needed to synthesize it. The reactants are: [C:1]([N:4]1[CH2:9][CH2:8][CH:7]([NH:10][C:11](=[O:19])[C:12]2[CH:17]=[CH:16][C:15]([F:18])=[CH:14][CH:13]=2)[CH2:6][CH2:5]1)(=[O:3])[CH3:2].[H-].[Na+].[CH3:22]I.[C:24]([O:27][CH2:28][CH3:29])(=O)C.